Dataset: Catalyst prediction with 721,799 reactions and 888 catalyst types from USPTO. Task: Predict which catalyst facilitates the given reaction. (1) Reactant: [O:1]1[CH2:6][CH2:5][CH2:4][CH2:3][CH:2]1[O:7][CH2:8][C:9]1[O:13][C:12]([CH:14]=[O:15])=[CH:11][CH:10]=1.[CH3:16][Mg]Cl.O.C(O)(=O)CC(CC(O)=O)(C(O)=O)O. Product: [O:1]1[CH2:6][CH2:5][CH2:4][CH2:3][CH:2]1[O:7][CH2:8][C:9]1[O:13][C:12]([CH:14]([OH:15])[CH3:16])=[CH:11][CH:10]=1. The catalyst class is: 680. (2) Reactant: [CH2:1]([O:4][C:5]1[C:14]2[C:9](=[CH:10][CH:11]=[CH:12][CH:13]=2)[C:8]([O:15][CH2:16][CH2:17][CH3:18])=[C:7]([C:19]([O:21]CC)=[O:20])[C:6]=1[C:24]([O:26]CC)=[O:25])[CH2:2][CH3:3].[OH-].[Na+]. Product: [CH2:1]([O:4][C:5]1[C:14]2[C:9](=[CH:10][CH:11]=[CH:12][CH:13]=2)[C:8]([O:15][CH2:16][CH2:17][CH3:18])=[C:7]([C:19]([OH:21])=[O:20])[C:6]=1[C:24]([OH:26])=[O:25])[CH2:2][CH3:3]. The catalyst class is: 40.